Dataset: Forward reaction prediction with 1.9M reactions from USPTO patents (1976-2016). Task: Predict the product of the given reaction. Given the reactants [Br:1][C:2]1[N:3]=[CH:4][C:5]([OH:8])=[N:6][CH:7]=1.CS(O[CH:14]1[CH2:19][CH2:18][N:17]([C:20]([O:22][C:23]([CH3:26])([CH3:25])[CH3:24])=[O:21])[CH2:16][CH2:15]1)(=O)=O.C1OCCOCCOCCOCCOCCOC1.C([O-])([O-])=O.[K+].[K+], predict the reaction product. The product is: [Br:1][C:2]1[N:3]=[CH:4][C:5]([O:8][CH:14]2[CH2:19][CH2:18][N:17]([C:20]([O:22][C:23]([CH3:26])([CH3:25])[CH3:24])=[O:21])[CH2:16][CH2:15]2)=[N:6][CH:7]=1.